Dataset: Experimentally validated miRNA-target interactions with 360,000+ pairs, plus equal number of negative samples. Task: Binary Classification. Given a miRNA mature sequence and a target amino acid sequence, predict their likelihood of interaction. The miRNA is hsa-miR-3160-3p with sequence AGAGCUGAGACUAGAAAGCCCA. The protein sequence of the target gene is MVIMGQCYYNETIGFFYNNSGKELSSHWRPKDVVVVALGLTVSVLVLLTNLLVIAAIASNRRFHQPIYYLLGNLAAADLFAGVAYLFLMFHTGPRTARLSLEGWFLRQGLLDTSLTASVATLLAIAVERHRSVMAVQLHSRLPRGRVVMLIVGVWVAALGLGLLPAHSWHCLCALDRCSRMAPLLSRSYLAVWALSSLLVFLLMVAVYTRIFFYVRRRVQRMAEHVSCHPRYRETTLSLVKTVVIILGAFVVCWTPGQVVLLLDGLGCESCNVLAVEKYFLLLAEANSLVNAAVYSCRDA.... Result: 1 (interaction).